From a dataset of NCI-60 drug combinations with 297,098 pairs across 59 cell lines. Regression. Given two drug SMILES strings and cell line genomic features, predict the synergy score measuring deviation from expected non-interaction effect. (1) Drug 1: CC1=CC=C(C=C1)C2=CC(=NN2C3=CC=C(C=C3)S(=O)(=O)N)C(F)(F)F. Drug 2: CN(C(=O)NC(C=O)C(C(C(CO)O)O)O)N=O. Cell line: EKVX. Synergy scores: CSS=2.59, Synergy_ZIP=-0.234, Synergy_Bliss=0.851, Synergy_Loewe=1.79, Synergy_HSA=0.964. (2) Drug 1: CN1C2=C(C=C(C=C2)N(CCCl)CCCl)N=C1CCCC(=O)O.Cl. Drug 2: CN(CCCl)CCCl.Cl. Cell line: MDA-MB-231. Synergy scores: CSS=17.9, Synergy_ZIP=-5.19, Synergy_Bliss=-0.545, Synergy_Loewe=1.40, Synergy_HSA=2.25. (3) Synergy scores: CSS=50.9, Synergy_ZIP=11.3, Synergy_Bliss=10.9, Synergy_Loewe=-24.5, Synergy_HSA=9.20. Drug 2: C1C(C(OC1N2C=NC(=NC2=O)N)CO)O. Drug 1: CS(=O)(=O)C1=CC(=C(C=C1)C(=O)NC2=CC(=C(C=C2)Cl)C3=CC=CC=N3)Cl. Cell line: HL-60(TB). (4) Drug 1: C1=NC(=NC(=O)N1C2C(C(C(O2)CO)O)O)N. Drug 2: C1=CN(C=N1)CC(O)(P(=O)(O)O)P(=O)(O)O. Cell line: A549. Synergy scores: CSS=14.4, Synergy_ZIP=-2.47, Synergy_Bliss=3.48, Synergy_Loewe=-0.371, Synergy_HSA=-0.646. (5) Drug 1: CCC(=C(C1=CC=CC=C1)C2=CC=C(C=C2)OCCN(C)C)C3=CC=CC=C3.C(C(=O)O)C(CC(=O)O)(C(=O)O)O. Drug 2: CC12CCC3C(C1CCC2OP(=O)(O)O)CCC4=C3C=CC(=C4)OC(=O)N(CCCl)CCCl.[Na+]. Cell line: HCT-15. Synergy scores: CSS=35.0, Synergy_ZIP=-8.99, Synergy_Bliss=-13.3, Synergy_Loewe=-27.7, Synergy_HSA=-18.4. (6) Drug 1: CNC(=O)C1=CC=CC=C1SC2=CC3=C(C=C2)C(=NN3)C=CC4=CC=CC=N4. Drug 2: CN(CC1=CN=C2C(=N1)C(=NC(=N2)N)N)C3=CC=C(C=C3)C(=O)NC(CCC(=O)O)C(=O)O. Cell line: OVCAR-4. Synergy scores: CSS=23.1, Synergy_ZIP=-0.384, Synergy_Bliss=-6.87, Synergy_Loewe=-13.1, Synergy_HSA=-6.50.